Dataset: Reaction yield outcomes from USPTO patents with 853,638 reactions. Task: Predict the reaction yield, written as a fraction of the theoretical maximum amount of product (1.0 means a 100% yield; for example, 0.34 means a 34% yield). (1) The reactants are [O:1]=[C:2]1[NH:7][CH2:6][CH2:5][N:4]([C:8]2[S:9][C:10]([C:13](OCC)=[O:14])=[CH:11][N:12]=2)[CH2:3]1.C([BH-](CC)CC)C.[Li+]. The catalyst is C1COCC1. The product is [OH:14][CH2:13][C:10]1[S:9][C:8]([N:4]2[CH2:5][CH2:6][NH:7][C:2](=[O:1])[CH2:3]2)=[N:12][CH:11]=1. The yield is 0.500. (2) The reactants are C(NC1C=CC(C2C=C3C(CN([C@@H](C(C)C)C(O)=O)C3=O)=CC=2)=CC=1)(=O)C1C=CC=CC=1.[Cl:33][C:34]1[CH:35]=[C:36]([CH:66]=[CH:67][CH:68]=1)[C:37]([NH:39][C:40]1[CH:45]=[CH:44][C:43]([C:46]2[CH:54]=[C:53]3[C:49]([CH2:50][N:51]([CH:56]4[CH2:61][CH2:60][CH2:59][CH:58]([C:62]([O:64]C)=[O:63])[CH2:57]4)[C:52]3=[O:55])=[CH:48][CH:47]=2)=[CH:42][CH:41]=1)=[O:38]. No catalyst specified. The product is [Cl:33][C:34]1[CH:35]=[C:36]([CH:66]=[CH:67][CH:68]=1)[C:37]([NH:39][C:40]1[CH:45]=[CH:44][C:43]([C:46]2[CH:54]=[C:53]3[C:49]([CH2:50][N:51]([CH:56]4[CH2:61][CH2:60][CH2:59][CH:58]([C:62]([OH:64])=[O:63])[CH2:57]4)[C:52]3=[O:55])=[CH:48][CH:47]=2)=[CH:42][CH:41]=1)=[O:38]. The yield is 0.820.